Dataset: Catalyst prediction with 721,799 reactions and 888 catalyst types from USPTO. Task: Predict which catalyst facilitates the given reaction. (1) Reactant: [Cl:1][C:2]1[CH:3]=[C:4]([C:12]2[N:16]=[C:15]([C:17]3[CH:22]=[CH:21][C:20]([NH:23][C@@H:24]4[CH2:28][CH2:27][CH2:26][C@@H:25]4[C:29]([OH:31])=[O:30])=[CH:19][CH:18]=3)[O:14][N:13]=2)[CH:5]=[CH:6][C:7]=1[O:8][CH:9]([CH3:11])[CH3:10].[Cl:32][C:33]1[CH:34]=[C:35]([C:43]2[N:47]=[C:46]([C:48]3[CH:53]=[CH:52][C:51]([NH:54][C@H:55]4[CH2:59][CH2:58][CH2:57][C@H:56]4[C:60]([OH:62])=[O:61])=[CH:50][CH:49]=3)[O:45][N:44]=2)[CH:36]=[CH:37][C:38]=1[O:39][CH:40]([CH3:42])[CH3:41].S(Cl)(Cl)=O. Product: [Cl:1][C:2]1[CH:3]=[C:4]([C:12]2[N:16]=[C:15]([C:17]3[CH:22]=[CH:21][C:20]([NH:23][C@@H:24]4[CH2:28][CH2:27][CH2:26][C@@H:25]4[C:29]([O:31][CH3:33])=[O:30])=[CH:19][CH:18]=3)[O:14][N:13]=2)[CH:5]=[CH:6][C:7]=1[O:8][CH:9]([CH3:11])[CH3:10].[Cl:32][C:33]1[CH:34]=[C:35]([C:43]2[N:47]=[C:46]([C:48]3[CH:53]=[CH:52][C:51]([NH:54][C@H:55]4[CH2:59][CH2:58][CH2:57][C@H:56]4[C:60]([O:62][CH3:2])=[O:61])=[CH:50][CH:49]=3)[O:45][N:44]=2)[CH:36]=[CH:37][C:38]=1[O:39][CH:40]([CH3:42])[CH3:41]. The catalyst class is: 5. (2) Product: [CH3:1][O:2][C:3]([C:5]1[S:9][N:8]=[C:7]([C:10]2[CH:15]=[CH:14][C:13]([Cl:16])=[CH:12][CH:11]=2)[CH:6]=1)=[O:4]. The catalyst class is: 1. Reactant: [CH3:1][O:2][C:3]([C:5]1[S:9][N:8]=[C:7]([C:10]2[CH:15]=[CH:14][C:13]([Cl:16])=[CH:12][CH:11]=2)[C:6]=1N)=[O:4].N(OCCC(C)C)=O. (3) Reactant: C([N-]C(C)C)(C)C.[Li+].O1CCCC1.CCCCCCC.C(C1C=CC=CC=1)C.[Br:29][C:30]1[CH:35]=[C:34]([Si:36]([CH2:41][CH3:42])([CH2:39][CH3:40])[CH2:37][CH3:38])[C:33]([F:43])=[CH:32][N:31]=1.[F:44][CH:45]([F:51])[C:46](OCC)=[O:47]. Product: [Br:29][C:30]1[N:31]=[C:32]([C:46](=[O:47])[CH:45]([F:51])[F:44])[C:33]([F:43])=[C:34]([Si:36]([CH2:41][CH3:42])([CH2:39][CH3:40])[CH2:37][CH3:38])[CH:35]=1. The catalyst class is: 1. (4) Reactant: [CH3:1][C:2]1[CH:11]=[CH:10][C:5]([C:6]([O:8][CH3:9])=[O:7])=[CH:4][C:3]=1B1OC(C)(C)C(C)(C)O1.I[C:22]1[NH:26][N:25]=[CH:24][CH:23]=1.C(Cl)Cl. Product: [CH3:1][C:2]1[CH:11]=[CH:10][C:5]([C:6]([O:8][CH3:9])=[O:7])=[CH:4][C:3]=1[C:22]1[NH:26][N:25]=[CH:24][CH:23]=1. The catalyst class is: 75. (5) Reactant: [OH:1][CH:2]1[CH2:7][CH2:6][CH:5]([C:8]([O:10][CH2:11][CH3:12])=[O:9])[CH2:4][CH2:3]1.[H-].[Na+].[CH3:15]I. Product: [CH3:15][O:1][CH:2]1[CH2:3][CH2:4][CH:5]([C:8]([O:10][CH2:11][CH3:12])=[O:9])[CH2:6][CH2:7]1. The catalyst class is: 7. (6) Reactant: [CH3:1][O:2][C:3]1[CH:4]=[C:5]([CH2:9][CH2:10][NH:11][C:12](=O)[CH2:13][C:14]2[CH:19]=[CH:18][C:17]([O:20][CH2:21][C:22]3[CH:27]=[CH:26][CH:25]=[CH:24][CH:23]=3)=[CH:16][CH:15]=2)[CH:6]=[CH:7][CH:8]=1.P(Cl)(Cl)(Cl)=O.[BH4-].[Na+]. Product: [CH3:1][O:2][C:3]1[CH:4]=[C:5]2[C:6](=[CH:7][CH:8]=1)[CH:12]([CH2:13][C:14]1[CH:19]=[CH:18][C:17]([O:20][CH2:21][C:22]3[CH:27]=[CH:26][CH:25]=[CH:24][CH:23]=3)=[CH:16][CH:15]=1)[NH:11][CH2:10][CH2:9]2. The catalyst class is: 10.